From a dataset of Forward reaction prediction with 1.9M reactions from USPTO patents (1976-2016). Predict the product of the given reaction. (1) The product is: [CH3:24][N:25]([CH3:29])[C:26]([O:1][C:2]1[CH:11]=[C:10]([I:12])[CH:9]=[CH:8][C:3]=1[C:4]([O:6][CH3:7])=[O:5])=[S:27]. Given the reactants [OH:1][C:2]1[CH:11]=[C:10]([I:12])[CH:9]=[CH:8][C:3]=1[C:4]([O:6][CH3:7])=[O:5].N12CCCN=C1CCCCC2.[CH3:24][N:25]([CH3:29])[C:26](Cl)=[S:27].O, predict the reaction product. (2) Given the reactants [CH3:1][O:2][C:3]1[CH:8]=[CH:7][CH:6]=[CH:5][C:4]=1[C:9]1[C:17]2[C:12](=[N:13][CH:14]=[C:15](B3OC(C)(C)C(C)(C)O3)[CH:16]=2)[N:11]([S:27]([C:30]2[CH:35]=[CH:34][C:33]([CH3:36])=[CH:32][CH:31]=2)(=[O:29])=[O:28])[CH:10]=1.[NH2:37][C:38]1[C:46]([Cl:47])=[CH:45][C:44](I)=[CH:43][C:39]=1[C:40]([OH:42])=[O:41].C(=O)(O)[O-].[Na+], predict the reaction product. The product is: [NH2:37][C:38]1[C:46]([Cl:47])=[CH:45][C:44]([C:15]2[CH:16]=[C:17]3[C:9]([C:4]4[CH:5]=[CH:6][CH:7]=[CH:8][C:3]=4[O:2][CH3:1])=[CH:10][N:11]([S:27]([C:30]4[CH:35]=[CH:34][C:33]([CH3:36])=[CH:32][CH:31]=4)(=[O:28])=[O:29])[C:12]3=[N:13][CH:14]=2)=[CH:43][C:39]=1[C:40]([OH:42])=[O:41]. (3) Given the reactants [F:1][CH2:2][C@@H:3]1[CH2:7][C@@H:6]([OH:8])[CH2:5][N:4]1[C:9]([O:11][CH2:12][C:13]1[CH:18]=[CH:17][CH:16]=[CH:15][CH:14]=1)=[O:10].[CH3:19]I.[H-].[Na+], predict the reaction product. The product is: [F:1][CH2:2][C@@H:3]1[CH2:7][C@@H:6]([O:8][CH3:19])[CH2:5][N:4]1[C:9]([O:11][CH2:12][C:13]1[CH:18]=[CH:17][CH:16]=[CH:15][CH:14]=1)=[O:10]. (4) Given the reactants [CH3:1][C:2]1[N:6]=[C:5]([C:7]2[C:8]3[CH2:27][CH2:26][CH2:25][CH2:24][CH2:23][C:9]=3[S:10][C:11]=2[NH:12]C(C2CCCC=2C(O)=O)=O)[O:4][N:3]=1.[CH:28]12[CH2:35][CH2:34][CH:31]([CH2:32][CH2:33]1)[C:30]1[C:36]([O:38][C:39](=[O:40])[C:29]2=1)=[O:37], predict the reaction product. The product is: [CH3:1][C:2]1[N:6]=[C:5]([C:7]2[C:8]3[CH2:27][CH2:26][CH2:25][CH2:24][CH2:23][C:9]=3[S:10][C:11]=2[NH:12][C:39]([C:29]2[CH:28]3[CH2:35][CH2:34][CH:31]([CH2:32][CH2:33]3)[C:30]=2[C:36]([OH:38])=[O:37])=[O:40])[O:4][N:3]=1. (5) The product is: [F:29][C:30]([F:43])([F:42])[S:31]([O:1][C:2]1[CH:20]=[CH:19][CH:18]=[C:17]([CH3:21])[C:3]=1[CH2:4][NH:5][C:6]1[C:7]2[N:8]([C:12]([CH3:16])=[C:13]([CH3:15])[N:14]=2)[CH:9]=[CH:10][CH:11]=1)(=[O:33])=[O:32]. Given the reactants [OH:1][C:2]1[CH:20]=[CH:19][CH:18]=[C:17]([CH3:21])[C:3]=1[CH2:4][NH:5][C:6]1[C:7]2[N:8]([C:12]([CH3:16])=[C:13]([CH3:15])[N:14]=2)[CH:9]=[CH:10][CH:11]=1.C(N(CC)CC)C.[F:29][C:30]([F:43])([F:42])[S:31](O[S:31]([C:30]([F:43])([F:42])[F:29])(=[O:33])=[O:32])(=[O:33])=[O:32].C(=O)([O-])[O-].[K+].[K+], predict the reaction product. (6) Given the reactants [C:1]([O:5][C:6]([N:8]1[CH2:13][CH2:12][N:11]([CH2:14][CH2:15][CH2:16][NH2:17])[CH2:10][CH2:9]1)=[O:7])([CH3:4])([CH3:3])[CH3:2].[S:18]1[C:22]([C:23]2[C:28]([CH3:29])=[CH:27][N:26]=[C:25](Cl)[N:24]=2)=[CH:21][C:20]2[CH:31]=[CH:32][CH:33]=[CH:34][C:19]1=2.C(N(C(C)C)CC)(C)C, predict the reaction product. The product is: [C:1]([O:5][C:6]([N:8]1[CH2:9][CH2:10][N:11]([CH2:14][CH2:15][CH:16]([NH2:17])[C:25]2[N:24]=[C:23]([C:22]3[S:18][C:19]4[CH:34]=[CH:33][CH:32]=[CH:31][C:20]=4[CH:21]=3)[C:28]([CH3:29])=[CH:27][N:26]=2)[CH2:12][CH2:13]1)=[O:7])([CH3:4])([CH3:3])[CH3:2]. (7) Given the reactants CC(C)([O-])C.[K+].[Cl-].[NH2:8][C:9]([NH2:11])=[NH2+:10].[CH2:12]([N:16]1[C:24](=[O:25])[C:23]2[C:18](=[CH:19][CH:20]=[C:21]([CH3:26])[CH:22]=2)[CH:17]1[CH2:27][C:28](OCC)=[O:29])[CH:13]([CH3:15])[CH3:14], predict the reaction product. The product is: [CH2:12]([N:16]1[C:24](=[O:25])[C:23]2[C:18](=[CH:19][CH:20]=[C:21]([CH3:26])[CH:22]=2)[CH:17]1[CH2:27][C:28]([NH:10][C:9]([NH2:11])=[NH:8])=[O:29])[CH:13]([CH3:15])[CH3:14]. (8) Given the reactants Cl[C:2]1[CH:10]=[CH:9][C:8]2[N:7]([CH:11]=[C:12]([C:14]3[CH:19]=[CH:18][C:17]([F:20])=[CH:16][CH:15]=3)[CH3:13])[C:6]3[CH2:21][CH2:22][N:23]([CH3:25])[CH2:24][C:5]=3[C:4]=2[CH:3]=1.CC(C)([O-])C.[Na+].Cl.[CH3:33][NH:34][CH3:35], predict the reaction product. The product is: [F:20][C:17]1[CH:18]=[CH:19][C:14](/[C:12](/[CH3:13])=[CH:11]/[N:7]2[C:8]3[CH:9]=[CH:10][C:2]([N:34]([CH3:35])[CH3:33])=[CH:3][C:4]=3[C:5]3[CH2:24][N:23]([CH3:25])[CH2:22][CH2:21][C:6]2=3)=[CH:15][CH:16]=1. (9) Given the reactants [C:1](Cl)(=O)[CH2:2][CH2:3][CH2:4]C.C[C:9]1([CH3:17])[O:14][C:13](=[O:15])[CH2:12][C:11](=[O:16])O1, predict the reaction product. The product is: [O:16]=[C:11]([CH2:1][CH2:2][CH2:3][CH3:4])[CH2:12][C:13]([O:14][CH2:9][CH3:17])=[O:15]. (10) Given the reactants [I:1][C:2]1[CH:7]=[CH:6][C:5]([OH:8])=[CH:4][CH:3]=1.Br[CH2:10][C:11]([O:13][C:14]([CH3:17])([CH3:16])[CH3:15])=[O:12], predict the reaction product. The product is: [I:1][C:2]1[CH:7]=[CH:6][C:5]([O:8][CH2:10][C:11]([O:13][C:14]([CH3:17])([CH3:16])[CH3:15])=[O:12])=[CH:4][CH:3]=1.